Binary Classification. Given two protein amino acid sequences, predict whether they physically interact or not. From a dataset of Human Reference Interactome with 51,813 positive PPI pairs across 8,248 proteins, plus equal number of experimentally-validated negative pairs. (1) Protein 1 (ENSG00000105771) has sequence MSESGHSQPGLYGIERRRRWKEPGSGGPQNLSGPGGRERDYIAPWERERRDASEETSTSVMQKTPIILSKPPAERSKQPPPPTAPAAPPAPAPLEKPIVLMKPREEGKGPVAVTGASTPEGTAPPPPAAPAPPKGEKEGQRPTQPVYQIQNRGMGTAAPAAMDPVVGQAKLLPPERMKHSIKLVDDQMNWCDSAIEYLLDQTDVLVVGVLGLQGTGKSMVMSLLSANTPEEDQRTYVFRAQSAEMKERGGNQTSGIDFFITQERIVFLDTQPILSPSILDHLINNDRKLPPEYNLPHTYV.... Protein 2 (ENSG00000183837) has sequence MPLTLLQDWCRGEHLNTRRCMLILGIPEDCGEDEFEETLQEACRHLGRYRVIGRMFRREENAQAILLELAQDIDYALLPREIPGKGGPWEVIVKPRNSDGEFLNRLNRFLEEERRTVSDMNRVLGSDTNCSAPRVTISPEFWTWAQTLGAAVQPLLEQMLYRELRVFSGNTISIPGALAFDAWLEHTTEMLQMWQVPEGEKRRRLMECLRGPALQVVSGLRASNASITVEECLAALQQVFGPVESHKIAQVKLCKAYQEAGEKVSSFVLRLEPLLQRAVENNVVSRRNVNQTRLKRVLSG.... Result: 1 (the proteins interact). (2) Protein 1 (ENSG00000138735) has sequence MLPFGDKTREMVNAWFAERVHTIPVCKEGIRGHTESCSCPLQQSPRADNSAPGTPTRKISASEFDRPLRPIVVKDSEGTVSFLSDSEKKEQMPLTPPRFDHDEGDQCSRLLELVKDISSHLDVTALCHKIFLHIHGLISADRYSLFLVCEDSSNDKFLISRLFDVAEGSTLEEVSNNCIRLEWNKGIVGHVAALGEPLNIKDAYEDPRFNAEVDQITGYKTQSILCMPIKNHREEVVGVAQAINKKSGNGGTFTEKDEKDFAAYLAFCGIVLHNAQLYETSLLENKRNQVLLDLASLIFE.... Protein 2 (ENSG00000119782) has sequence MGVEIETISPGDGRTFPKKGQTCVVHYTGMLQNGKKFDSSRDRNKPFKFRIGKQEVIKGFEEGAAQLGPLSPLPICPHPC*XPKKGQTCVVHYTASLVGMIKEAWKANSFPLLPARAIHGASF*MGVEIETISPGDGRTFPKKGQTCVVHYTGMLQNGKKFDSSRDRNKPFKFRIGKQEVIKGFEEGAAQMSLGQRAKLTCTPDVAYGATGHPGVIPPNATLIFDVELLNLE*MGVEIETISPGDGRTFPKKGQTCVVHYTASLVGMIKEAWKANSFPLLPARAIHGASF*MLQNGKKFD.... Result: 0 (the proteins do not interact). (3) Protein 1 (ENSG00000119403) has sequence MENRALDPGTRDSYGATSHLPNKGALAKVKNNFKDLMSKLTEGQYVLCRWTDGLYYLGKIKRVSSSKQSCLVTFEDNSKYWVLWKDIQHAGVPGEEPKCNICLGKTSGPLNEILICGKCGLGYHQQCHIPIAGSADQPLLTPWFCRRCIFALAVRVSLPSSPVPASPASSSGADQRLPSQSLSSKQKGHTWALETDSASATVLGQDL*MENRALDPGTRDSYGATSHLPNKGALAKVKNNFKDLMSKLTEGQYVLCRWTDGLYYLGKIKRVSSSKQSCLVTFEDNSKYWVLWKDIQHAGV.... Protein 2 (ENSG00000184451) has sequence MGTEATEQVSWGHYSGDEEDAYSAEPLPELCYKADVQAFSRAFQPSVSLTVAALGLAGNGLVLATHLAARRAARSPTSAHLLQLALADLLLALTLPFAAAGALQGWSLGSATCRTISGLYSASFHAGFLFLACISADRYVAIARALPAGPRPSTPGRAHLVSVIVWLLSLLLALPALLFSQDGQREGQRRCRLIFPEGLTQTVKGASAVAQVALGFALPLGVMVACYALLGRTLLAARGPERRRALRVVVALVAAFVVLQLPYSLALLLDTADLLAARERSCPASKRKDVALLVTSGLAL.... Result: 0 (the proteins do not interact). (4) Protein 1 (ENSG00000204498) has sequence MSNPSPQVPEEEASTSVCRPKSSMASTSRRQRRERRFRRYLSAGRLVRAQALLQRHPGLDVDAGQPPPLHRACARHDAPALCLLLRLGADPAHQDRHGDTALHAAARQGPDAYTDFFLPLLSRCPSAMGIKNKDGETPGQILGWGPPWDSAEEEEEDDASKEREWRQKLQGDASHETQEPESFSAWSDRLAREHAQKCQQQQREAEGSRRPPRAEGSSQSWRQQEEEQRLFRERARAKEEELRESRARRAQEALGDREPKPTRAGPREEHPRGAGRGSLWRFGDVPWPCPGGGDPEAMAA.... Protein 2 (ENSG00000149809) has sequence MAPTQGPRAPLEFGGPLGAAALLLLLPATMFHLLLAARSGPARLLGPPASLPGLEVLWSPRALLLWLAWLGLQAALYLLPARKVAEGQELKDKSRLRYPINGFQALVLTALLVGLGMSAGLPLGALPEMLLPLAFVATLTAFIFSLFLYMKAQVAPVSALAPGGNSGNPIYDFFLGRELNPRICFFDFKYFCELRPGLIGWVLINLALLMKEAELRGSPSLAMWLVNGFQLLYVGDALWHEEAVLTTMDITHDGFGFMLAFGDMAWVPFTYSLQAQFLLHHPQPLGLPMASVICLINATG.... Result: 0 (the proteins do not interact). (5) Protein 1 (ENSG00000111897) has sequence MGSVLGLCSMASWIPCLCGSAPCLLCRCCPSGNNSTVTRLIYALFLLVGVCVACVMLIPGMEEQLNKIPGFCENEKGVVPCNILVGYKAVYRLCFGLAMFYLLLSLLMIKVKSSSDPRAAVHNGFWFFKFAAAIAIIIGAFFIPEGTFTTVWFYVGMAGAFCFILIQLVLLIDFAHSWNESWVEKMEEGNSRCWYAALLSATALNYLLSLVAIVLFFVYYTHPASCSENKAFISVNMLLCVGASVMSILPKIQESQPRSGLLQSSVITVYTMYLTWSAMTNEPETNCNPSLLSIIGYNTT.... Protein 2 (ENSG00000136867) has sequence MAMHFIFSDTAVLLFDFWSVHSPAGMALSVLVLLLLAVLYEGIKVGKAKLLNQVLVNLPTSISQQTIAETDGDSAGSDSFPVGRTHHRWYLCHFGQSLIHVIQVVIGYFIMLAVMSYNTWIFLGVVLGSAVGYYLAYPLLSTA*MAMHFIFSDTAVLLFDFWSVHSPAGQETKAQRQEERLVQGHTAWPFRCWCSCFWLYCMKASRLAKPSCSTRYW*. Result: 0 (the proteins do not interact). (6) Protein 1 (ENSG00000169752) has sequence MPTDHEEPCGPSHKSFCLNGGLCYVIPTIPSPFCRCVENYTGARCEEVFLPGSSIQTKSNLFEAFVALAVLVTLIIGAFYFLCRKGHFQRASSVQYDINLVETSSTSAHHSHEQH*MPTDHEEPCGPSHKSFCLNGGLCYVIPTIPSPFCS*MPTDHEEPCGPSHKSFCLNGGLCYVIPTIPSPFCRK*MPTDHEEPCGPSHKSFCLNGGLCYVIPTIPSPFCRCVENYTGARCEEVFLPGSSIQTKSNLFEAFVALAVLVTLIIGAFYFLCRKGHFQRASSVQYDINLVETSSTSAHHM.... Protein 2 (ENSG00000060971) has sequence MQRLQVVLGHLRGPADSGWMPQAAPCLSGAPQASAADVVVVHGRRTAICRAGRGGFKDTTPDELLSAVMTAVLKDVNLRPEQLGDICVGNVLQPGAGAIMARIAQFLSDIPETVPLSTVNRQCSSGLQAVASIAGGIRNGSYDIGMACGVESMSLADRGNPGNITSRLMEKEKARDCLIPMGITSENVAERFGISREKQDTFALASQQKAARAQSKGCFQAEIVPVTTTVHDDKGTKRSITVTQDEGIRPSTTMEGLAKLKPAFKKDGSTTAGNSSQVSDGAAAILLARRSKAEELGLPI.... Result: 0 (the proteins do not interact).